This data is from Full USPTO retrosynthesis dataset with 1.9M reactions from patents (1976-2016). The task is: Predict the reactants needed to synthesize the given product. (1) Given the product [C:17]1([P:16]([C:23]2[CH:28]=[CH:27][CH:26]=[CH:25][CH:24]=2)[CH2:10][C:2]2[CH:7]=[CH:6][C:5]([S:8][CH3:9])=[CH:4][CH:3]=2)[CH:22]=[CH:21][CH:20]=[CH:19][CH:18]=1, predict the reactants needed to synthesize it. The reactants are: Br[C:2]1[CH:7]=[CH:6][C:5]([S:8][CH3:9])=[CH:4][CH:3]=1.[CH2:10]([Li])CCC.Cl[P:16]([C:23]1[CH:28]=[CH:27][CH:26]=[CH:25][CH:24]=1)[C:17]1[CH:22]=[CH:21][CH:20]=[CH:19][CH:18]=1. (2) Given the product [NH2:17][C:11]1[N:10]=[C:9]([O:18][C@@H:19]([CH3:22])[CH2:20][CH3:21])[N:8]=[C:7]2[C:12]=1[NH:13][C:14](=[O:15])[N:6]2[CH2:5][CH2:4][CH2:3][CH2:2][N:23]1[CH2:28][CH2:27][CH2:26][CH2:25][CH2:24]1, predict the reactants needed to synthesize it. The reactants are: Cl[CH2:2][CH2:3][CH2:4][CH2:5][N:6]1[C:14]([O:15]C)=[N:13][C:12]2[C:7]1=[N:8][C:9]([O:18][C@@H:19]([CH3:22])[CH2:20][CH3:21])=[N:10][C:11]=2[NH2:17].[NH:23]1[CH2:28][CH2:27][CH2:26][CH2:25][CH2:24]1. (3) Given the product [C:14]1([C:22]2[CH:23]=[CH:24][CH:25]=[CH:26][CH:27]=2)[CH:19]=[CH:18][CH:17]=[CH:16][C:15]=1[CH2:20][N:11]1[CH2:12][CH2:13][N:8]([C:3]2[CH:4]=[CH:5][CH:6]=[CH:7][C:2]=2[CH3:1])[CH2:9][CH2:10]1, predict the reactants needed to synthesize it. The reactants are: [CH3:1][C:2]1[CH:7]=[CH:6][CH:5]=[CH:4][C:3]=1[N:8]1[CH2:13][CH2:12][NH:11][CH2:10][CH2:9]1.[C:14]1([C:22]2[CH:27]=[CH:26][CH:25]=[CH:24][CH:23]=2)[C:15]([CH:20]=O)=[CH:16][CH:17]=[CH:18][CH:19]=1.[BH-](OC(C)=O)(OC(C)=O)OC(C)=O.[Na+].C1(C2C=CC=CC=2)C=CC=CC=1CN1CCN(C2C=CC=CC=2)CC1. (4) Given the product [F:21][C:17]1[C:15]2[N:16]=[C:12]([CH2:8][CH2:9][C:10]#[C:11][C:2]3[CH:7]=[CH:6][CH:5]=[CH:4][N:3]=3)[O:13][C:14]=2[CH:20]=[CH:19][CH:18]=1, predict the reactants needed to synthesize it. The reactants are: Br[C:2]1[CH:7]=[CH:6][CH:5]=[CH:4][N:3]=1.[CH2:8]([C:12]1[O:13][C:14]2[CH:20]=[CH:19][CH:18]=[C:17]([F:21])[C:15]=2[N:16]=1)[CH2:9][C:10]#[CH:11]. (5) Given the product [ClH:52].[ClH:52].[O:26]1[C:35]2[CH:34]=[C:33]([CH2:36][NH:1][CH:2]3[CH2:11][C:10]4[N:9]=[CH:8][C:7]([N:12]5[C:17](=[O:18])[CH:16]=[N:15][C:14]6[CH:19]=[CH:20][C:21]([O:23][CH3:24])=[N:22][C:13]5=6)=[CH:6][C:5]=4[CH2:4][CH:3]3[OH:25])[N:32]=[CH:31][C:30]=2[O:29][CH2:28][CH2:27]1, predict the reactants needed to synthesize it. The reactants are: [NH2:1][C@@H:2]1[CH2:11][C:10]2[N:9]=[CH:8][C:7]([N:12]3[C:17](=[O:18])[CH:16]=[N:15][C:14]4[CH:19]=[CH:20][C:21]([O:23][CH3:24])=[N:22][C:13]3=4)=[CH:6][C:5]=2[CH2:4][C@H:3]1[OH:25].[O:26]1[C:35]2[CH:34]=[C:33]([CH:36]=O)[N:32]=[CH:31][C:30]=2[O:29][CH2:28][CH2:27]1.C(O[BH-](OC(=O)C)OC(=O)C)(=O)C.[Na+].[Cl:52]CCl.